Dataset: HIV replication inhibition screening data with 41,000+ compounds from the AIDS Antiviral Screen. Task: Binary Classification. Given a drug SMILES string, predict its activity (active/inactive) in a high-throughput screening assay against a specified biological target. (1) The compound is COc1cc(OC)nc(Nc2c(C#N)c3nc4ccccc4n3c3ccccc23)n1. The result is 0 (inactive). (2) The molecule is COC(=O)C1=C(C)NC2=C(C(=O)CCC2)C1CCSC. The result is 0 (inactive). (3) The compound is N#CCC(=O)NN=Cc1ccc2c(c1)OCO2. The result is 0 (inactive).